This data is from Forward reaction prediction with 1.9M reactions from USPTO patents (1976-2016). The task is: Predict the product of the given reaction. (1) Given the reactants C[O:2][C:3]1[CH:4]=[C:5]2[C:10](=[CH:11][CH:12]=1)[CH:9]=[C:8]([C:13]1[CH:14]=[C:15]([NH2:19])[CH:16]=[CH:17][CH:18]=1)[CH:7]=[CH:6]2.B(Br)(Br)Br, predict the reaction product. The product is: [NH2:19][C:15]1[CH:14]=[C:13]([C:8]2[CH:9]=[C:10]3[C:5](=[CH:6][CH:7]=2)[CH:4]=[C:3]([OH:2])[CH:12]=[CH:11]3)[CH:18]=[CH:17][CH:16]=1. (2) Given the reactants [F:1][C:2]1[CH:7]=[CH:6][C:5]([S:8]([NH:11][C:12]2[CH:13]=[C:14]([C:18]3[CH:27]=[N:26][C:25]4[C:24]([N:28]5[CH2:33][CH2:32][O:31][CH2:30][CH2:29]5)=[N:23][C:22]([C:34]5[CH:35]=[N:36][C:37]([NH:40]C(=O)OC(C)(C)C)=[N:38][CH:39]=5)=[N:21][C:20]=4[CH:19]=3)[CH:15]=[CH:16][CH:17]=2)(=[O:10])=[O:9])=[CH:4][CH:3]=1.FC(F)(F)C(O)=O, predict the reaction product. The product is: [NH2:40][C:37]1[N:36]=[CH:35][C:34]([C:22]2[N:23]=[C:24]([N:28]3[CH2:33][CH2:32][O:31][CH2:30][CH2:29]3)[C:25]3[N:26]=[CH:27][C:18]([C:14]4[CH:13]=[C:12]([NH:11][S:8]([C:5]5[CH:6]=[CH:7][C:2]([F:1])=[CH:3][CH:4]=5)(=[O:9])=[O:10])[CH:17]=[CH:16][CH:15]=4)=[CH:19][C:20]=3[N:21]=2)=[CH:39][N:38]=1. (3) The product is: [F:1][C:2]1[CH:3]=[C:4]([C:8]2[N:17]=[C:16]([C:18]([N:28]3[CH2:27][CH2:26][C:25]4[C:30](=[CH:31][CH:32]=[C:33]([O:34][CH3:35])[C:24]=4[O:23][CH3:22])[CH2:29]3)=[O:19])[C:15]3[C:10](=[CH:11][CH:12]=[CH:13][CH:14]=3)[N:9]=2)[CH:5]=[CH:6][CH:7]=1. Given the reactants [F:1][C:2]1[CH:3]=[C:4]([C:8]2[N:17]=[C:16]([C:18](O)=[O:19])[C:15]3[C:10](=[CH:11][CH:12]=[CH:13][CH:14]=3)[N:9]=2)[CH:5]=[CH:6][CH:7]=1.Cl.[CH3:22][O:23][C:24]1[C:33]([O:34][CH3:35])=[CH:32][CH:31]=[C:30]2[C:25]=1[CH2:26][CH2:27][NH:28][CH2:29]2, predict the reaction product. (4) The product is: [NH2:15][C:16]1[CH:17]=[CH:18][C:19]2[NH:22][C:23]3[C:24](=[CH:28][C:29]([N+:32]([O-:34])=[O:33])=[CH:30][CH:31]=3)[C:25](=[O:27])[C:20]=2[CH:21]=1. Given the reactants O=P12OP3(OP(OP(O3)(O1)=O)(=O)O2)=O.[NH2:15][C:16]1[CH:21]=[CH:20][C:19]([NH:22][C:23]2[CH:31]=[CH:30][C:29]([N+:32]([O-:34])=[O:33])=[CH:28][C:24]=2[C:25]([OH:27])=O)=[CH:18][CH:17]=1.N, predict the reaction product.